Task: Predict the reaction yield, written as a fraction of the theoretical maximum amount of product (1.0 means a 100% yield; for example, 0.34 means a 34% yield).. Dataset: Reaction yield outcomes from USPTO patents with 853,638 reactions (1) The reactants are Br[C:2]1[CH:7]=[CH:6][C:5]([NH:8][C:9]#[N:10])=[CH:4][CH:3]=1.[CH3:11][N:12]1[C:16]([C:17]#[N:18])=[CH:15][CH:14]=[C:13]1B(O)O.[F-].[K+].[Br-]. The catalyst is C1C=CC(/C=C/C(/C=C/C2C=CC=CC=2)=O)=CC=1.C1C=CC(/C=C/C(/C=C/C2C=CC=CC=2)=O)=CC=1.C1C=CC(/C=C/C(/C=C/C2C=CC=CC=2)=O)=CC=1.[Pd].[Pd].C(P(C(C)(C)C)C(C)(C)C)(C)(C)C.C1COCC1. The product is [C:17]([C:16]1[N:12]([CH3:11])[C:13]([C:2]2[CH:7]=[CH:6][C:5]([NH:8][C:9]#[N:10])=[CH:4][CH:3]=2)=[CH:14][CH:15]=1)#[N:18]. The yield is 0.330. (2) The reactants are OS(O)(=O)=O.[C:6]([CH:8]([C:14]([CH3:23])([CH3:22])[CH2:15][C:16]1[CH:21]=[CH:20][CH:19]=[CH:18][CH:17]=1)[C:9]([O:11][CH2:12][CH3:13])=[O:10])#[N:7]. The catalyst is [NH4+].[OH-]. The product is [NH2:7][C:6]1[C:17]2[C:16](=[CH:21][CH:20]=[CH:19][CH:18]=2)[CH2:15][C:14]([CH3:22])([CH3:23])[C:8]=1[C:9]([O:11][CH2:12][CH3:13])=[O:10]. The yield is 0.364. (3) The reactants are C([Li])CCC.[Cl-].[Cl:7][CH2:8][P+](C1C=CC=CC=1)(C1C=CC=CC=1)C1C=CC=CC=1.[CH2:28]([CH:35]1[C:41]2[CH:42]=[C:43]([C:46]([O:48][CH3:49])=[O:47])[CH:44]=[CH:45][C:40]=2[O:39][CH2:38][C:37](=O)[CH2:36]1)[C:29]1[CH:34]=[CH:33][CH:32]=[CH:31][CH:30]=1.Cl. The catalyst is O1CCCC1.ClCCl.O. The product is [CH2:28]([CH:35]1[C:41]2[CH:42]=[C:43]([C:46]([O:48][CH3:49])=[O:47])[CH:44]=[CH:45][C:40]=2[O:39][CH2:38][C:37](=[CH:8][Cl:7])[CH2:36]1)[C:29]1[CH:34]=[CH:33][CH:32]=[CH:31][CH:30]=1. The yield is 0.530.